Dataset: NCI-60 drug combinations with 297,098 pairs across 59 cell lines. Task: Regression. Given two drug SMILES strings and cell line genomic features, predict the synergy score measuring deviation from expected non-interaction effect. (1) Drug 1: CC1=C2C(C(=O)C3(C(CC4C(C3C(C(C2(C)C)(CC1OC(=O)C(C(C5=CC=CC=C5)NC(=O)OC(C)(C)C)O)O)OC(=O)C6=CC=CC=C6)(CO4)OC(=O)C)OC)C)OC. Drug 2: CC1CCC2CC(C(=CC=CC=CC(CC(C(=O)C(C(C(=CC(C(=O)CC(OC(=O)C3CCCCN3C(=O)C(=O)C1(O2)O)C(C)CC4CCC(C(C4)OC)OCCO)C)C)O)OC)C)C)C)OC. Cell line: COLO 205. Synergy scores: CSS=54.1, Synergy_ZIP=2.32, Synergy_Bliss=-0.0145, Synergy_Loewe=-12.3, Synergy_HSA=1.59. (2) Drug 2: C1C(C(OC1N2C=NC3=C2NC=NCC3O)CO)O. Drug 1: C1=NC2=C(N=C(N=C2N1C3C(C(C(O3)CO)O)F)Cl)N. Synergy scores: CSS=9.45, Synergy_ZIP=-1.42, Synergy_Bliss=2.39, Synergy_Loewe=-4.19, Synergy_HSA=0.331. Cell line: SF-268.